Predict which catalyst facilitates the given reaction. From a dataset of Catalyst prediction with 721,799 reactions and 888 catalyst types from USPTO. Reactant: [CH3:1][O-:2].[Na+].Cl[C:5]1[C:14]([CH3:15])=[C:13]([Cl:16])[C:12]2[C:7](=[CH:8][CH:9]=[C:10]([C:17]([O:19][CH3:20])=[O:18])[CH:11]=2)[N:6]=1. Product: [Cl:16][C:13]1[C:12]2[C:7](=[CH:8][CH:9]=[C:10]([C:17]([O:19][CH3:20])=[O:18])[CH:11]=2)[N:6]=[C:5]([O:2][CH3:1])[C:14]=1[CH3:15]. The catalyst class is: 93.